From a dataset of Reaction yield outcomes from USPTO patents with 853,638 reactions. Predict the reaction yield, written as a fraction of the theoretical maximum amount of product (1.0 means a 100% yield; for example, 0.34 means a 34% yield). (1) The reactants are [OH-].[Na+].[CH3:3][N:4]([C:13]1[CH:14]=[C:15]([C:19]2[CH:20]=[N:21][C:22]([CH:25]=[CH:26][C:27]([O-:29])=[O:28])=[N:23][CH:24]=2)[CH:16]=[CH:17][CH:18]=1)[C:5]([NH:7][CH2:8][CH2:9][CH2:10][CH2:11][CH3:12])=[O:6]. The catalyst is O1CCCC1.O. The product is [CH3:3][N:4]([C:13]1[CH:14]=[C:15]([C:19]2[CH:20]=[N:21][C:22]([CH:25]=[CH:26][C:27]([OH:29])=[O:28])=[N:23][CH:24]=2)[CH:16]=[CH:17][CH:18]=1)[C:5]([NH:7][CH2:8][CH2:9][CH2:10][CH2:11][CH3:12])=[O:6]. The yield is 0.220. (2) The reactants are C(NC(C)C)(C)C.C([Li])CCC.[CH3:13][C:14]1[CH:15]=[C:16]([NH:25][C:26]2[N:31]=[C:30]([C:32]([F:35])([F:34])[F:33])[CH:29]=[CH:28][N:27]=2)[CH:17]=[C:18]([C:20]2[S:24][CH:23]=[N:22][CH:21]=2)[CH:19]=1.[Li+].CC([N-]C(C)C)C.[CH3:44][C:45]1([CH3:56])[CH2:50][C:49](=O)[CH2:48][CH2:47][CH:46]1[C:52]([O:54]C)=[O:53].[Li]. The catalyst is C1COCC1. The product is [CH3:56][C:45]1([CH3:44])[CH2:50][C@:49]2([C:23]3[S:24][C:20]([C:18]4[CH:17]=[C:16]([NH:25][C:26]5[N:31]=[C:30]([C:32]([F:33])([F:35])[F:34])[CH:29]=[CH:28][N:27]=5)[CH:15]=[C:14]([CH3:13])[CH:19]=4)=[CH:21][N:22]=3)[CH2:48][CH2:47][C@H:46]1[C:52](=[O:53])[O:54]2. The yield is 0.00800. (3) The reactants are [CH3:1][C:2]1[CH:7]=[CH:6][C:5]([S:8]([O:11][CH2:12][CH:13]2[CH2:17][C:16]3[C:18]([F:24])=[C:19]([F:23])[CH:20]=[C:21](Br)[C:15]=3[O:14]2)(=[O:10])=[O:9])=[CH:4][CH:3]=1.[C:25]1(B(O)O)[CH:30]=[CH:29][CH:28]=[CH:27][CH:26]=1.C(=O)([O-])[O-].[K+].[K+]. The catalyst is O1CCOCC1. The product is [CH3:1][C:2]1[CH:7]=[CH:6][C:5]([S:8]([O:11][CH2:12][CH:13]2[CH2:17][C:16]3[C:18]([F:24])=[C:19]([F:23])[CH:20]=[C:21]([C:25]4[CH:30]=[CH:29][CH:28]=[CH:27][CH:26]=4)[C:15]=3[O:14]2)(=[O:10])=[O:9])=[CH:4][CH:3]=1. The yield is 0.800.